From a dataset of Reaction yield outcomes from USPTO patents with 853,638 reactions. Predict the reaction yield, written as a fraction of the theoretical maximum amount of product (1.0 means a 100% yield; for example, 0.34 means a 34% yield). (1) The reactants are [C:1]([C:3]1[C:4]([C:21]([F:24])([F:23])[F:22])=[C:5]2[C:9](=[CH:10][CH:11]=1)[N:8]([CH2:12]/[C:13](=[N:16]/[H])/[NH:14][OH:15])[C:7]([CH2:18][CH2:19][CH3:20])=[CH:6]2)#[N:2].[F:25][C:26]1[CH:34]=[CH:33][C:32]([F:35])=[CH:31][C:27]=1[C:28](Cl)=O.C(N(CC)C(C)C)(C)C. The catalyst is C(#N)C. The product is [F:25][C:26]1[CH:34]=[CH:33][C:32]([F:35])=[CH:31][C:27]=1[C:28]1[O:15][N:14]=[C:13]([CH2:12][N:8]2[C:9]3[C:5](=[C:4]([C:21]([F:24])([F:23])[F:22])[C:3]([C:1]#[N:2])=[CH:11][CH:10]=3)[CH:6]=[C:7]2[CH2:18][CH2:19][CH3:20])[N:16]=1. The yield is 0.420. (2) The reactants are [Br:1][C:2]1[CH:7]=[CH:6][C:5]([CH2:8][CH2:9][CH2:10]Br)=[CH:4][CH:3]=1.[NH:12]1[CH2:16][CH2:15][CH2:14][CH2:13]1.C(=O)([O-])[O-].[Cs+].[Cs+].O. The catalyst is O1CCOCC1. The product is [Br:1][C:2]1[CH:7]=[CH:6][C:5]([CH2:8][CH2:9][CH2:10][N:12]2[CH2:16][CH2:15][CH2:14][CH2:13]2)=[CH:4][CH:3]=1. The yield is 0.530.